This data is from Reaction yield outcomes from USPTO patents with 853,638 reactions. The task is: Predict the reaction yield, written as a fraction of the theoretical maximum amount of product (1.0 means a 100% yield; for example, 0.34 means a 34% yield). (1) The reactants are B.[Br:2][C:3]1[CH:10]=[C:7]([C:8]#[N:9])[C:6]([NH2:11])=[CH:5][CH:4]=1.CCO. The catalyst is C1COCC1. The product is [Br:2][C:3]1[CH:4]=[CH:5][C:6]([NH2:11])=[C:7]([CH:10]=1)[CH2:8][NH2:9]. The yield is 0.914. (2) The reactants are [Cl:1][C:2]1[CH:3]=[CH:4][CH:5]=[C:6]2[C:11]=1[N:10]=[C:9]([C:12]1[CH:13]=[N:14][CH:15]=[CH:16][CH:17]=1)[C:8]([C@@H:18]([NH:23][C:24]1[C:25]3[N:33]=[CH:32][CH:31]=[CH:30][C:26]=3[N:27]=[CH:28][N:29]=1)[C:19]([F:22])([F:21])[F:20])=[CH:7]2.[H-].[Na+].[CH3:36]I.O. The catalyst is CN(C=O)C. The product is [Cl:1][C:2]1[CH:3]=[CH:4][CH:5]=[C:6]2[C:11]=1[N:10]=[C:9]([C:12]1[CH:13]=[N:14][CH:15]=[CH:16][CH:17]=1)[C:8]([C@@H:18]([N:23]([C:24]1[C:25]3[N:33]=[CH:32][CH:31]=[CH:30][C:26]=3[N:27]=[CH:28][N:29]=1)[CH3:36])[C:19]([F:22])([F:21])[F:20])=[CH:7]2. The yield is 0.170. (3) The reactants are [Br:1][C:2]1[CH:3]=[C:4]([C:8]2[CH:16]=[CH:15][CH:14]=[C:13]3[C:9]=2[CH2:10][C:11](=[O:17])[NH:12]3)[CH:5]=[CH:6][CH:7]=1.[N:18]1([CH2:23][CH2:24][NH:25][C:26]([C:28]2[CH:32]=[C:31]([CH3:33])[NH:30][C:29]=2[CH:34]=O)=[O:27])[CH2:22][CH2:21][CH2:20][CH2:19]1. The catalyst is C(O)C.N1CCCCC1. The product is [N:18]1([CH2:23][CH2:24][NH:25][C:26]([C:28]2[CH:32]=[C:31]([CH3:33])[NH:30][C:29]=2[CH:34]=[C:10]2[C:9]3[C:13](=[CH:14][CH:15]=[CH:16][C:8]=3[C:4]3[CH:5]=[CH:6][CH:7]=[C:2]([Br:1])[CH:3]=3)[NH:12][C:11]2=[O:17])=[O:27])[CH2:22][CH2:21][CH2:20][CH2:19]1. The yield is 0.720. (4) The reactants are [CH3:1][O:2][C:3]1[CH:4]=[C:5]2[C:10](=[CH:11][C:12]=1[O:13][CH3:14])[N:9]=[CH:8][N:7]=[C:6]2[O:15][C:16]1[CH:17]=[C:18]([CH:20]=[CH:21][CH:22]=1)[NH2:19].[C:23]([C:27]1[CH:31]=[C:30]([NH:32][C:33](=O)[O:34]C2C=CC=CC=2)[N:29]([C:42]2[CH:47]=[CH:46][C:45]([C:48]#[N:49])=[CH:44][CH:43]=2)[N:28]=1)([CH3:26])([CH3:25])[CH3:24]. The catalyst is C1COCC1.CN(C1C=CN=CC=1)C. The product is [C:23]([C:27]1[CH:31]=[C:30]([NH:32][C:33]([NH:19][C:18]2[CH:20]=[CH:21][CH:22]=[C:16]([O:15][C:6]3[C:5]4[C:10](=[CH:11][C:12]([O:13][CH3:14])=[C:3]([O:2][CH3:1])[CH:4]=4)[N:9]=[CH:8][N:7]=3)[CH:17]=2)=[O:34])[N:29]([C:42]2[CH:43]=[CH:44][C:45]([C:48]#[N:49])=[CH:46][CH:47]=2)[N:28]=1)([CH3:26])([CH3:24])[CH3:25]. The yield is 0.600. (5) The reactants are [OH:1][CH:2]1[C:11]2[C:6](=[N:7][CH:8]=[CH:9][CH:10]=2)[O:5][C:4]2([CH2:16][CH2:15][N:14]([C:17]([C:19]3[CH:24]=[CH:23][C:22]([O:25][CH:26]([CH3:28])[CH3:27])=[C:21]([CH3:29])[CH:20]=3)=[O:18])[CH2:13][CH2:12]2)[CH2:3]1.CN(C=O)C.[H-].[Na+].Br[CH:38]([CH3:40])[CH3:39]. The catalyst is CN(C)C1C=CN=CC=1.CO. The product is [CH:38]([O:1][CH:2]1[C:11]2[C:6](=[N:7][CH:8]=[CH:9][CH:10]=2)[O:5][C:4]2([CH2:16][CH2:15][N:14]([C:17]([C:19]3[CH:24]=[CH:23][C:22]([O:25][CH:26]([CH3:27])[CH3:28])=[C:21]([CH3:29])[CH:20]=3)=[O:18])[CH2:13][CH2:12]2)[CH2:3]1)([CH3:40])[CH3:39]. The yield is 0.230. (6) The reactants are [CH3:1][C@@H:2]1[N:23]2[C:6]3[C:7]([C:19]([C:21]([C:24]([OH:26])=[O:25])=[CH:22]2)=[O:20])=[CH:8][C:9]([F:18])=[C:10]([N:11]2[CH2:16][CH2:15][N:14]([CH3:17])[CH2:13][CH2:12]2)[C:5]=3[O:4][CH2:3]1. The catalyst is CCC(C)=O. The product is [CH3:1][C@@H:2]1[N:23]2[CH:22]=[C:21]([C:24]([OH:26])=[O:25])[C:19]([C:7]3=[CH:8][C:9]([F:18])=[C:10]([N:11]4[CH2:16][CH2:15][N:14]([CH3:17])[CH2:13][CH2:12]4)[C:5](=[C:6]23)[O:4][CH2:3]1)=[O:20].[CH3:1][C@@H:2]1[N:23]2[CH:22]=[C:21]([C:24]([OH:26])=[O:25])[C:19]([C:7]3=[CH:8][C:9]([F:18])=[C:10]([N:11]4[CH2:16][CH2:15][N:14]([CH3:17])[CH2:13][CH2:12]4)[C:5](=[C:6]23)[O:4][CH2:3]1)=[O:20].[OH2:4]. The yield is 0.840. (7) The reactants are [CH2:1]([O:8][C:9]1[CH:10]=[C:11](Br)[CH:12]=[CH:13][CH:14]=1)[C:2]1[CH:7]=[CH:6][CH:5]=[CH:4][CH:3]=1.[CH3:16][O:17][C:18]([C:20]1[CH:21]=[C:22](B(O)O)[CH:23]=[CH:24][CH:25]=1)=[O:19].[OH-].[Ba+2].[OH-].COCCOC. The catalyst is C1C=CC([P]([Pd]([P](C2C=CC=CC=2)(C2C=CC=CC=2)C2C=CC=CC=2)([P](C2C=CC=CC=2)(C2C=CC=CC=2)C2C=CC=CC=2)[P](C2C=CC=CC=2)(C2C=CC=CC=2)C2C=CC=CC=2)(C2C=CC=CC=2)C2C=CC=CC=2)=CC=1.O. The product is [CH3:16][O:17][C:18]([C:20]1[CH:25]=[C:24]([C:11]2[CH:12]=[CH:13][CH:14]=[C:9]([O:8][CH2:1][C:2]3[CH:7]=[CH:6][CH:5]=[CH:4][CH:3]=3)[CH:10]=2)[CH:23]=[CH:22][CH:21]=1)=[O:19]. The yield is 0.600.